This data is from Full USPTO retrosynthesis dataset with 1.9M reactions from patents (1976-2016). The task is: Predict the reactants needed to synthesize the given product. (1) Given the product [Br:1][C:2]1[C:11]2[CH2:10][CH2:9][CH2:8][CH:7]([NH:12][C:13](=[O:16])[CH2:14][CH3:15])[C:6]=2[CH:5]=[N:4][CH:3]=1, predict the reactants needed to synthesize it. The reactants are: [Br:1][C:2]1[C:11]2[CH2:10][CH2:9][CH2:8][CH:7]([NH2:12])[C:6]=2[CH:5]=[N:4][CH:3]=1.[C:13](O)(=[O:16])[CH2:14][CH3:15].CCN=C=NCCCN(C)C.OP([O-])(O)=O.[K+]. (2) Given the product [C:8]([C:12]1[CH:13]=[C:14]([NH:30][S:31]([CH3:34])(=[O:32])=[O:33])[C:15]([O:28][CH3:29])=[C:16]([NH:18][C:19](=[O:27])[NH:35][C:36]2[C:45]3[C:40](=[CH:41][CH:42]=[CH:43][CH:44]=3)[C:39]([O:46][C:47]3[CH:52]=[CH:51][N:50]=[C:49]([NH:53][C:54]4[CH:66]=[CH:65][C:57]([CH2:58][P:59]([CH3:64])(=[O:63])[O:60][CH2:61][CH3:62])=[C:56]([O:67][CH3:68])[CH:55]=4)[CH:48]=3)=[CH:38][CH:37]=2)[CH:17]=1)([CH3:11])([CH3:10])[CH3:9], predict the reactants needed to synthesize it. The reactants are: C(N(CC)CC)C.[C:8]([C:12]1[CH:13]=[C:14]([NH:30][S:31]([CH3:34])(=[O:33])=[O:32])[C:15]([O:28][CH3:29])=[C:16]([NH:18][C:19](=[O:27])OC2C=CC=CC=2)[CH:17]=1)([CH3:11])([CH3:10])[CH3:9].[NH2:35][C:36]1[C:45]2[C:40](=[CH:41][CH:42]=[CH:43][CH:44]=2)[C:39]([O:46][C:47]2[CH:52]=[CH:51][N:50]=[C:49]([NH:53][C:54]3[CH:66]=[CH:65][C:57]([CH2:58][P:59]([CH3:64])(=[O:63])[O:60][CH2:61][CH3:62])=[C:56]([O:67][CH3:68])[CH:55]=3)[CH:48]=2)=[CH:38][CH:37]=1. (3) The reactants are: Cl[C:2]1[C:11]2=[N:12][N:13](CC3C=CC(OC)=CC=3)[C:14]([CH3:15])=[C:10]2[C:9]2[CH:8]=[CH:7][C:6]([C:25]#[N:26])=[CH:5][C:4]=2[N:3]=1.[CH3:27][O:28][C:29]1[CH:30]=[C:31]([CH:33]=[CH:34][C:35]=1[O:36][CH3:37])[NH2:32].Cl. Given the product [CH3:27][O:28][C:29]1[CH:30]=[C:31]([NH:32][C:2]2[C:11]3=[N:12][NH:13][C:14]([CH3:15])=[C:10]3[C:9]3[CH:8]=[CH:7][C:6]([C:25]#[N:26])=[CH:5][C:4]=3[N:3]=2)[CH:33]=[CH:34][C:35]=1[O:36][CH3:37], predict the reactants needed to synthesize it. (4) Given the product [OH:8][CH2:9][C:10]1[N:11]=[C:12]([C:15]2[CH:16]=[CH:17][C:18]([C:19]([O:21][C:22]([CH3:23])([CH3:25])[CH3:24])=[O:20])=[CH:26][CH:27]=2)[S:13][CH:14]=1, predict the reactants needed to synthesize it. The reactants are: [Si]([O:8][CH2:9][C:10]1[N:11]=[C:12]([C:15]2[CH:27]=[CH:26][C:18]([C:19]([O:21][C:22]([CH3:25])([CH3:24])[CH3:23])=[O:20])=[CH:17][CH:16]=2)[S:13][CH:14]=1)(C(C)(C)C)(C)C.F.F.F.C(N(CC)CC)C. (5) Given the product [CH3:1][NH:2][CH2:3][CH2:4][CH:5]([C:15]1[CH:20]=[CH:19][CH:18]=[CH:17][CH:16]=1)[C:6]1[C:14]2[C:9](=[N:10][CH:11]=[CH:12][CH:13]=2)[NH:8][CH:7]=1, predict the reactants needed to synthesize it. The reactants are: [CH3:1][NH:2][C:3](=O)[CH2:4][CH:5]([C:15]1[CH:20]=[CH:19][CH:18]=[CH:17][CH:16]=1)[C:6]1[C:14]2[C:9](=[N:10][CH:11]=[CH:12][CH:13]=2)[NH:8][CH:7]=1.[H-].[H-].[H-].[H-].[Li+].[Al+3]. (6) Given the product [CH3:12][NH:13][CH:9]1[C:10]2[N:1]=[CH:2][CH:3]=[CH:4][C:5]=2[CH2:6][CH2:7][CH2:8]1, predict the reactants needed to synthesize it. The reactants are: [N:1]1[C:10]2[C:9](=O)[CH2:8][CH2:7][CH2:6][C:5]=2[CH:4]=[CH:3][CH:2]=1.[CH3:12][NH2:13].